This data is from Full USPTO retrosynthesis dataset with 1.9M reactions from patents (1976-2016). The task is: Predict the reactants needed to synthesize the given product. (1) Given the product [F:1][C:2]([F:19])([F:18])[C:3]1[CH:8]=[CH:7][C:6]([NH:9][C@H:10]([CH2:16][CH3:17])[CH2:11][C:12]([NH2:20])=[O:13])=[CH:5][CH:4]=1, predict the reactants needed to synthesize it. The reactants are: [F:1][C:2]([F:19])([F:18])[C:3]1[CH:8]=[CH:7][C:6]([NH:9][C@H:10]([CH2:16][CH3:17])[CH2:11][C:12](OC)=[O:13])=[CH:5][CH:4]=1.[NH3:20]. (2) Given the product [C:14]([C:13](=[C:4]([CH3:5])[CH2:3][CH:2]([CH3:1])[CH2:7][CH:8]([CH3:10])[CH3:9])[C:11]#[N:12])([O:16][CH2:17][CH3:18])=[O:15], predict the reactants needed to synthesize it. The reactants are: [CH3:1][CH:2]([CH2:7][CH:8]([CH3:10])[CH3:9])[CH2:3][C:4](=O)[CH3:5].[C:11]([CH2:13][C:14]([O:16][CH2:17][CH3:18])=[O:15])#[N:12].C([O-])(=O)C.[NH4+].CC1CCCCC1. (3) Given the product [CH3:1][C:2]1[CH:3]=[C:4]([CH2:5][C:13]2[CH:18]=[CH:17][C:16]([O:19][CH2:20][O:21][CH3:22])=[C:15]([CH:23]([CH3:25])[CH3:24])[CH:14]=2)[CH:7]=[C:8]([CH3:11])[C:9]=1[OH:10], predict the reactants needed to synthesize it. The reactants are: [CH3:1][C:2]1[CH:3]=[C:4]([CH:7]=[C:8]([CH3:11])[C:9]=1[OH:10])[CH:5]=O.Br[C:13]1[CH:18]=[CH:17][C:16]([O:19][CH2:20][O:21][CH3:22])=[C:15]([CH:23]([CH3:25])[CH3:24])[CH:14]=1.C(O)(C(F)(F)F)=O.O. (4) The reactants are: ClCCl.O=C1CCC(=O)N1[O:11][C:12]([O:14][CH2:15][C:16]([CH3:22])([CH3:21])[C:17]([O:19][CH3:20])=[O:18])=O.OCC(C)(C)C(OC)=O.[C:32]1([C@H:42]([N:44]([CH2:52][C@@H:53]2[C@@H:57]([C:58]3[CH:63]=[CH:62][CH:61]=[CH:60][CH:59]=3)[CH2:56][NH:55][CH2:54]2)[C:45](=[O:51])[O:46][C:47]([CH3:50])([CH3:49])[CH3:48])[CH3:43])[C:41]2[C:36](=[CH:37][CH:38]=[CH:39][CH:40]=2)[CH:35]=[CH:34][CH:33]=1. Given the product [C:47]([O:46][C:45]([N:44]([CH2:52][C@@H:53]1[C@@H:57]([C:58]2[CH:59]=[CH:60][CH:61]=[CH:62][CH:63]=2)[CH2:56][N:55]([C:12]([O:14][CH2:15][C:16]([CH3:22])([CH3:21])[C:17]([O:19][CH3:20])=[O:18])=[O:11])[CH2:54]1)[C@@H:42]([C:32]1[C:41]2[C:36](=[CH:37][CH:38]=[CH:39][CH:40]=2)[CH:35]=[CH:34][CH:33]=1)[CH3:43])=[O:51])([CH3:49])([CH3:50])[CH3:48], predict the reactants needed to synthesize it. (5) Given the product [Si:63]([O:62][C@@H:47]([C@@H:46]([CH3:70])/[CH:45]=[CH:44]\[C@@H:43]([O:71][Si:72]([C:75]([CH3:78])([CH3:76])[CH3:77])([CH3:74])[CH3:73])[CH2:42][C@H:16]([O:15][Si:8]([C:11]([CH3:14])([CH3:13])[CH3:12])([CH3:10])[CH3:9])[C@H:17]([CH3:41])/[CH:18]=[CH:19]/[CH2:20][O:21][C:22]([C:29]1[CH:30]=[CH:31][CH:32]=[CH:33][CH:34]=1)([C:23]1[CH:24]=[CH:25][CH:26]=[CH:27][CH:28]=1)[C:35]1[CH:40]=[CH:39][CH:38]=[CH:37][CH:36]=1)[C@@H:48]([CH3:61])[CH2:49][C@@H:50]([CH3:60])[CH2:51][OH:52])([C:66]([CH3:69])([CH3:67])[CH3:68])([CH3:65])[CH3:64], predict the reactants needed to synthesize it. The reactants are: C1C=CN=CC=1.F.[Si:8]([O:15][C@@H:16]([CH2:42][C@H:43]([O:71][Si:72]([C:75]([CH3:78])([CH3:77])[CH3:76])([CH3:74])[CH3:73])/[CH:44]=[CH:45]\[C@H:46]([CH3:70])[C@H:47]([O:62][Si:63]([C:66]([CH3:69])([CH3:68])[CH3:67])([CH3:65])[CH3:64])[C@@H:48]([CH3:61])[CH2:49][C@@H:50]([CH3:60])[CH2:51][O:52][Si](C(C)(C)C)(C)C)[C@H:17]([CH3:41])/[CH:18]=[CH:19]/[CH2:20][O:21][C:22]([C:35]1[CH:40]=[CH:39][CH:38]=[CH:37][CH:36]=1)([C:29]1[CH:34]=[CH:33][CH:32]=[CH:31][CH:30]=1)[C:23]1[CH:28]=[CH:27][CH:26]=[CH:25][CH:24]=1)([C:11]([CH3:14])([CH3:13])[CH3:12])([CH3:10])[CH3:9]. (6) Given the product [CH3:13][C:10]1[CH:11]=[CH:12][C:7]([C:6]2[C:2]([CH3:1])=[N:3][N:4]3[C:23]([C:19]4[CH:20]=[CH:21][CH:22]=[C:17]([C:16]([F:31])([F:32])[F:15])[CH:18]=4)=[CH:24][C:25](=[O:26])[NH:14][C:5]=23)=[CH:8][CH:9]=1, predict the reactants needed to synthesize it. The reactants are: [CH3:1][C:2]1[C:6]([C:7]2[CH:12]=[CH:11][C:10]([CH3:13])=[CH:9][CH:8]=2)=[C:5]([NH2:14])[NH:4][N:3]=1.[F:15][C:16]([F:32])([F:31])[C:17]1[CH:18]=[C:19]([C:23](=O)[CH2:24][C:25](OCC)=[O:26])[CH:20]=[CH:21][CH:22]=1.